Dataset: Full USPTO retrosynthesis dataset with 1.9M reactions from patents (1976-2016). Task: Predict the reactants needed to synthesize the given product. The reactants are: C(OC(=O)[NH:7][C@@H:8]([CH2:13][C:14]1[CH:19]=[CH:18][C:17]([O:20][CH2:21][CH:22]=[CH2:23])=[CH:16][CH:15]=1)[C:9]([NH:11][NH2:12])=[O:10])(C)(C)C.C1N=CN([C:30](N2C=NC=C2)=[O:31])C=1.C(N(CC)CC)C. Given the product [CH2:21]([O:20][C:17]1[CH:16]=[CH:15][C:14]([CH2:13][C@@H:8]([C:9]2[O:10][C:30](=[O:31])[NH:12][N:11]=2)[NH2:7])=[CH:19][CH:18]=1)[CH:22]=[CH2:23], predict the reactants needed to synthesize it.